From a dataset of Forward reaction prediction with 1.9M reactions from USPTO patents (1976-2016). Predict the product of the given reaction. (1) Given the reactants OS(O)(=O)=O.[O:6]=[C:7]1[N:13]([CH:14]2[CH2:19][CH2:18][N:17]([C:20]([O:22][C@@H:23](OC)[C:24](=C=O)[C:25]3[CH:30]=[C:29]([Br:31])[C:28]([O:32]COCC[Si](C)(C)C)=[C:27]([Br:41])[CH:26]=3)=[O:21])[CH2:16][CH2:15]2)[CH2:12][CH2:11][C:10]2[CH:46]=[CH:47][CH:48]=[CH:49][C:9]=2[NH:8]1, predict the reaction product. The product is: [O:6]=[C:7]1[N:13]([CH:14]2[CH2:15][CH2:16][N:17]([C:20]([O:22][C@@H:23]([C:20]([O:22][CH3:23])=[O:21])[CH2:24][C:25]3[CH:26]=[C:27]([Br:41])[C:28]([OH:32])=[C:29]([Br:31])[CH:30]=3)=[O:21])[CH2:18][CH2:19]2)[CH2:12][CH2:11][C:10]2[CH:46]=[CH:47][CH:48]=[CH:49][C:9]=2[NH:8]1. (2) Given the reactants [F:1][C:2]1[CH:7]=[CH:6][C:5]([C:8]2[NH:12][N:11]=[C:10]([C:13]([N:15]3[CH2:20][CH2:19][N:18](C(OC(C)(C)C)=O)[CH2:17][CH2:16]3)=[O:14])[C:9]=2[C:28]2[CH:33]=[CH:32][N:31]=[CH:30][CH:29]=2)=[CH:4][CH:3]=1.C(O)(C(F)(F)F)=[O:35], predict the reaction product. The product is: [F:1][C:2]1[CH:7]=[CH:6][C:5]([C:8]2[NH:12][N:11]=[C:10]([C:13]([N:15]3[CH2:20][CH2:19][NH:18][CH2:17][CH2:16]3)=[O:14])[C:9]=2[C:28]2[CH:29]=[CH:30][N:31]=[CH:32][CH:33]=2)=[CH:4][CH:3]=1.[OH2:35].[F:1][C:2]1[CH:7]=[CH:6][C:5]([C:8]2[NH:12][N:11]=[C:10]([C:13]([N:15]3[CH2:20][CH2:19][NH:18][CH2:17][CH2:16]3)=[O:14])[C:9]=2[C:28]2[CH:29]=[CH:30][N:31]=[CH:32][CH:33]=2)=[CH:4][CH:3]=1. (3) Given the reactants [C:1]1([CH:7]([CH2:11][C:12]([OH:14])=O)[C:8]([OH:10])=[O:9])[CH:6]=[CH:5][CH:4]=[CH:3][CH:2]=1.[N+](C1C=CC=CC=1)([O-])=O.[Al+3].[Cl-].[Cl-].[Cl-].O, predict the reaction product. The product is: [C:8]([CH:7]1[C:1]2[C:2](=[CH:3][CH:4]=[CH:5][CH:6]=2)[C:12](=[O:14])[CH2:11]1)([OH:10])=[O:9]. (4) Given the reactants [Br:1][C:2]1[CH:11]=[C:10]([CH:12]([CH3:14])[CH3:13])[N:9]=[C:8]2[C:3]=1[CH:4]=[CH:5][C:6]([NH2:15])=[N:7]2.Br[CH2:17][C:18](=O)[C:19]([O:21][CH2:22][CH3:23])=[O:20].C(N(CC)C(C)C)(C)C, predict the reaction product. The product is: [Br:1][C:2]1[C:3]2[CH:4]=[CH:5][C:6]3[N:7]([CH:17]=[C:18]([C:19]([O:21][CH2:22][CH3:23])=[O:20])[N:15]=3)[C:8]=2[N:9]=[C:10]([CH:12]([CH3:13])[CH3:14])[CH:11]=1. (5) The product is: [OH:3][NH:2][C:57](=[O:58])[CH2:56][CH2:55][CH2:54][CH2:53][CH2:52][NH:51][C:49]([C:39]1[NH:40][C:41]([C:43]2[CH:48]=[CH:47][CH:46]=[CH:45][CH:44]=2)=[CH:42][C:38]=1[C:35]1[CH:34]=[CH:33][C:32]([OH:31])=[CH:37][CH:36]=1)=[O:50]. Given the reactants Cl.[NH2:2][OH:3].C1C=CC2C(C3C=CC(O)=CC=3)(C3C=CC(O)=CC=3)OC(=O)C=2C=1.C[O-].[Na+].[OH:31][C:32]1[CH:37]=[CH:36][C:35]([C:38]2[CH:42]=[C:41]([C:43]3[CH:48]=[CH:47][CH:46]=[CH:45][CH:44]=3)[NH:40][C:39]=2[C:49]([NH:51][CH2:52][CH2:53][CH2:54][CH2:55][CH2:56][C:57](OC)=[O:58])=[O:50])=[CH:34][CH:33]=1, predict the reaction product.